Dataset: Retrosynthesis with 50K atom-mapped reactions and 10 reaction types from USPTO. Task: Predict the reactants needed to synthesize the given product. (1) Given the product CN(C)CC(=O)c1ccc(NC(=O)C2NC(CC(C)(C)C)C(C#N)(c3ccc(Cl)cc3F)C2c2cccc(Cl)c2F)cc1, predict the reactants needed to synthesize it. The reactants are: CC(C)(C)CC1NC(C(=O)Nc2ccc(C(=O)CBr)cc2)C(c2cccc(Cl)c2F)C1(C#N)c1ccc(Cl)cc1F.CNC. (2) Given the product Fc1ccc(C(F)(F)F)cc1OCc1ccccc1, predict the reactants needed to synthesize it. The reactants are: BrCc1ccccc1.Oc1cc(C(F)(F)F)ccc1F.